Dataset: Full USPTO retrosynthesis dataset with 1.9M reactions from patents (1976-2016). Task: Predict the reactants needed to synthesize the given product. (1) Given the product [CH3:6][CH2:5]/[CH:4]=[CH:9]\[CH2:8]/[CH:7]=[CH:10]\[CH2:11]/[CH:16]=[CH:15]\[CH2:14][CH2:13][CH2:18][CH2:19][CH2:20][CH2:21][CH2:22][C:24]([OH:25])=[O:50].[CH3:32][CH2:31]/[CH:30]=[CH:29]\[CH2:34]/[CH:33]=[CH:35]\[CH2:36]/[CH:38]=[CH:39]\[CH2:40]/[CH:41]=[CH:42]\[CH2:43]/[CH:45]=[CH:46]\[CH2:47][CH2:48][CH2:49][C:51]([OH:52])=[O:3].[CH3:75][CH2:74]/[CH:73]=[CH:72]\[CH2:71]/[CH:70]=[CH:68]\[CH2:67]/[CH:66]=[CH:65]\[CH2:64]/[CH:63]=[CH:58]\[CH2:59]/[CH:60]=[CH:61]\[CH2:77]/[CH:78]=[CH:79]\[CH2:80][CH2:81][C:83]([OH:84])=[O:3], predict the reactants needed to synthesize it. The reactants are: CC[O:3][C:4]1[CH:5]=[CH:6][C:7]([CH2:10][C:11]2C=[C:13]([C@@H:18]3O[C@H:22]([CH2:24][OH:25])[C@@H:21](O)[C@H:20](O)[C@H:19]3O)[CH:14]=[CH:15][C:16]=2Cl)=[CH:8][CH:9]=1.[CH:29]1[CH:34]=[C:33]2[CH:35]=[C:36]([CH2:38][C:39]3C=[C:43]([C@@H:45]4[O:50][C@H:49]([CH2:51][OH:52])[C@@H:48](O)[C@H:47](O)[C@H:46]4O)[CH:42]=[CH:41][C:40]=3F)S[C:32]2=[CH:31][CH:30]=1.C[C:58]1[CH:59]=[CH:60][C:61]([C@@H:77]2O[C@H:81]([CH2:83][OH:84])[C@@H:80](O)[C@H:79](O)[C@H:78]2O)=C[C:63]=1[CH2:64][C:65]1S[C:68]([C:70]2[CH:71]=[CH:72][C:73](F)=[CH:74][CH:75]=2)=[CH:67][CH:66]=1. (2) Given the product [CH2:39]([O:38][C:36](=[O:37])[CH2:35][C:32]1[CH:33]=[CH:34][C:29]([N:24]2[C:23]3[CH:41]=[CH:42][C:20]([Cl:19])=[CH:21][C:22]=3[N:26]=[C:25]2[CH2:27][N:1]2[C:5]3=[CH:6][N:7]=[CH:8][CH:9]=[C:4]3[C:3]3([CH2:10][CH2:11]3)[C:2]2=[O:12])=[CH:30][CH:31]=1)[CH3:40], predict the reactants needed to synthesize it. The reactants are: [NH:1]1[C:5]2=[CH:6][N:7]=[CH:8][CH:9]=[C:4]2[C:3]2([CH2:11][CH2:10]2)[C:2]1=[O:12].CC([O-])(C)C.[Na+].[Cl:19][C:20]1[CH:42]=[CH:41][C:23]2[N:24]([C:29]3[CH:34]=[CH:33][C:32]([CH2:35][C:36]([O:38][CH2:39][CH3:40])=[O:37])=[CH:31][CH:30]=3)[C:25]([CH2:27]Cl)=[N:26][C:22]=2[CH:21]=1.Cl. (3) Given the product [F:1][C:2]([F:27])([F:26])[C:3]([F:25])([C:21]([F:24])([F:23])[F:22])[CH2:4][CH:5]([C:17]([F:20])([F:19])[F:18])[CH2:6][CH:7]([C:13]([F:16])([F:15])[F:14])[CH2:8][CH2:9][CH2:10][CH2:11][S:33][C:31]#[N:32], predict the reactants needed to synthesize it. The reactants are: [F:1][C:2]([F:27])([F:26])[C:3]([F:25])([C:21]([F:24])([F:23])[F:22])[CH2:4][CH:5]([C:17]([F:20])([F:19])[F:18])[CH2:6][CH:7]([C:13]([F:16])([F:15])[F:14])[CH2:8][CH2:9][CH2:10][CH2:11]I.C(O)C.[C:31]([S-:33])#[N:32].[K+]. (4) Given the product [Cl:27][C:21]1[CH:22]=[C:23]([Cl:26])[CH:24]=[CH:25][C:20]=1[C:19]([N:18]([CH2:17][CH:14]1[CH2:13][CH2:12][NH:11][CH2:16][CH2:15]1)[C:29]1[CH:33]=[C:32]([C:34]2[CH:35]=[CH:36][CH:37]=[CH:38][CH:39]=2)[S:31][C:30]=1[C:40]([OH:42])=[O:41])=[O:28], predict the reactants needed to synthesize it. The reactants are: C(OC([N:11]1[CH2:16][CH2:15][CH:14]([CH2:17][N:18]([C:29]2[CH:33]=[C:32]([C:34]3[CH:39]=[CH:38][CH:37]=[CH:36][CH:35]=3)[S:31][C:30]=2[C:40]([OH:42])=[O:41])[C:19](=[O:28])[C:20]2[CH:25]=[CH:24][C:23]([Cl:26])=[CH:22][C:21]=2[Cl:27])[CH2:13][CH2:12]1)=O)C1C=CC=CC=1. (5) Given the product [CH3:4][S:5]([C:6]1[CH:11]=[CH:10][C:9]([OH:12])=[CH:8][CH:7]=1)(=[O:2])=[O:1], predict the reactants needed to synthesize it. The reactants are: [OH2:1].[OH:2]O.[CH3:4][S:5][C:6]1[CH:11]=[CH:10][C:9]([OH:12])=[CH:8][CH:7]=1.O.C(=O)(O)[O-].[Na+]. (6) The reactants are: [CH:1]1([CH2:7][CH2:8][O:9][C:10]2[CH:11]=[C:12]([CH:29]=[CH:30][CH:31]=2)[C:13]([N:15]2[CH2:20][CH2:19][N:18](C(OC(C)(C)C)=O)[CH2:17][CH:16]2C)=[O:14])[CH2:6][CH2:5][CH2:4][CH2:3][CH2:2]1.[ClH:32].[CH3:33]COC(C)=O. Given the product [ClH:32].[CH:1]1([CH2:7][CH2:8][O:9][C:10]2[CH:11]=[C:12]([CH:29]=[CH:30][CH:31]=2)[C:13]([N:15]2[CH2:20][CH2:19][NH:18][CH:17]([CH3:33])[CH2:16]2)=[O:14])[CH2:2][CH2:3][CH2:4][CH2:5][CH2:6]1, predict the reactants needed to synthesize it. (7) Given the product [C:26]([O-:27])(=[O:32])[CH3:33].[CH2:42]([O:41][C:39]([NH:1][CH:2]([C:17]12[CH2:24][CH2:23][C:20]([NH:25][C:26](=[O:32])[O:27][C:28]([CH3:29])([CH3:31])[CH3:30])([CH2:21][CH2:22]1)[CH2:19][O:18]2)[CH2:3][C:4]1[C:13]2[C:8](=[CH:9][CH:10]=[C:11]([O:14][CH3:15])[N:12]=2)[N:7]=[CH:6][C:5]=1[F:16])=[O:40])[C:43]1[CH:48]=[CH:47][CH:46]=[CH:45][CH:44]=1, predict the reactants needed to synthesize it. The reactants are: [NH2:1][CH:2]([C:17]12[CH2:24][CH2:23][C:20]([NH:25][C:26](=[O:32])[O:27][C:28]([CH3:31])([CH3:30])[CH3:29])([CH2:21][CH2:22]1)[CH2:19][O:18]2)[CH2:3][C:4]1[C:13]2[C:8](=[CH:9][CH:10]=[C:11]([O:14][CH3:15])[N:12]=2)[N:7]=[CH:6][C:5]=1[F:16].[C:33](=O)([O-])O.[Na+].Cl[C:39]([O:41][CH2:42][C:43]1[CH:48]=[CH:47][CH:46]=[CH:45][CH:44]=1)=[O:40]. (8) Given the product [Br:1][C:2]1[CH:3]=[C:4]([CH2:7][O:8][Si:9]([C:12]([CH3:15])([CH3:14])[CH3:13])([CH3:11])[CH3:10])[S:5][CH:6]=1, predict the reactants needed to synthesize it. The reactants are: [Br:1][C:2]1[CH:3]=[C:4]([CH2:7][OH:8])[S:5][CH:6]=1.[Si:9](Cl)([C:12]([CH3:15])([CH3:14])[CH3:13])([CH3:11])[CH3:10].N1C=CN=C1. (9) Given the product [CH2:54]([O:58][C:59]([N:61]1[CH2:66][CH2:65][N:64]([C:10](=[O:12])[C@@H:9]([NH:13][C:14]([O:16][CH2:17][C:18]2[CH:23]=[CH:22][CH:21]=[CH:20][CH:19]=2)=[O:15])[CH2:8][CH2:7][C:6]([O:5][C:1]([CH3:2])([CH3:3])[CH3:4])=[O:24])[CH2:63][CH2:62]1)=[O:60])[CH2:55][CH2:56][CH3:57], predict the reactants needed to synthesize it. The reactants are: [C:1]([O:5][C:6](=[O:24])[CH2:7][CH2:8][C@H:9]([NH:13][C:14]([O:16][CH2:17][C:18]1[CH:23]=[CH:22][CH:21]=[CH:20][CH:19]=1)=[O:15])[C:10]([OH:12])=O)([CH3:4])([CH3:3])[CH3:2].[B-](F)(F)(F)F.CCOC(C(C#N)=NOC(N(C)C)=[N+](C)C)=O.FC(F)(F)C(O)=O.[CH2:54]([O:58][C:59]([N:61]1[CH2:66][CH2:65][NH:64][CH2:63][CH2:62]1)=[O:60])[CH2:55][CH2:56][CH3:57].